This data is from Full USPTO retrosynthesis dataset with 1.9M reactions from patents (1976-2016). The task is: Predict the reactants needed to synthesize the given product. (1) Given the product [F:22][C:23]1[CH:28]=[CH:27][C:26]([NH:29][C:30]([NH:1][C:2]2[CH:20]=[CH:19][C:5]([O:6][C:7]3[N:12]=[CH:11][N:10]=[C:9]([NH:13][C:14]([CH:16]4[CH2:17][CH2:18]4)=[O:15])[CH:8]=3)=[CH:4][C:3]=2[CH3:21])=[O:31])=[CH:25][C:24]=1[C:39]([F:40])([F:41])[F:42], predict the reactants needed to synthesize it. The reactants are: [NH2:1][C:2]1[CH:20]=[CH:19][C:5]([O:6][C:7]2[N:12]=[CH:11][N:10]=[C:9]([NH:13][C:14]([CH:16]3[CH2:18][CH2:17]3)=[O:15])[CH:8]=2)=[CH:4][C:3]=1[CH3:21].[F:22][C:23]1[CH:28]=[CH:27][C:26]([NH:29][C:30](=O)[O:31]C2C=CC=CC=2)=[CH:25][C:24]=1[C:39]([F:42])([F:41])[F:40].CCN(C(C)C)C(C)C. (2) Given the product [F:54][C:55]1[CH:60]=[CH:59][CH:58]=[CH:57][C:56]=1[CH:61]([CH2:62][CH2:63][N:49]1[CH2:50][CH2:51][N:46]([C:41]2[CH:42]=[CH:43][CH:44]=[CH:45][C:40]=2[O:39][CH2:38][C:37]([F:36])([F:52])[F:53])[CH2:47][CH2:48]1)[C:65](=[O:67])[CH3:66], predict the reactants needed to synthesize it. The reactants are: C1(C(NC(C)C)C(C2C=CC=CC=2F)CCN2CCN(C3C=CC=CC=3OC)CC2)CCCCC1.[F:36][C:37]([F:53])([F:52])[CH2:38][O:39][C:40]1[CH:45]=[CH:44][CH:43]=[CH:42][C:41]=1[N:46]1[CH2:51][CH2:50][NH:49][CH2:48][CH2:47]1.[F:54][C:55]1[CH:60]=[CH:59][CH:58]=[CH:57][C:56]=1[CH:61]([C:65](=[O:67])[CH3:66])[CH2:62][CH:63]=O. (3) Given the product [C:3]([C:4]1[C:7]([C:9]2[S:13][C:12]([NH:14][CH3:15])=[N:11][C:10]=2[CH3:16])=[N:20][C:19]([NH:18][C:22]2[CH:27]=[CH:26][C:25]([S:28]([NH2:31])(=[O:29])=[O:30])=[CH:24][CH:23]=2)=[N:21][CH:5]=1)#[N:2], predict the reactants needed to synthesize it. The reactants are: C[N:2](C)[CH:3]=[C:4]([C:7]([C:9]1[S:13][C:12]([NH:14][CH3:15])=[N:11][C:10]=1[CH3:16])=O)[C:5]#N.[NH:18]([C:22]1[CH:27]=[CH:26][C:25]([S:28]([NH2:31])(=[O:30])=[O:29])=[CH:24][CH:23]=1)[C:19]([NH2:21])=[NH:20]. (4) Given the product [CH3:1][C:2]1[CH:7]=[C:6]([CH3:8])[CH:5]=[CH:4][C:3]=1[C:9]1[CH:18]=[CH:17][CH:16]=[C:15]2[C:10]=1[C:11](=[O:26])[C:12]([Br:27])=[CH:13][N:14]2[CH:19]([CH2:23][CH2:24][CH3:25])[CH2:20][CH2:21][CH3:22], predict the reactants needed to synthesize it. The reactants are: [CH3:1][C:2]1[CH:7]=[C:6]([CH3:8])[CH:5]=[CH:4][C:3]=1[C:9]1[CH:18]=[CH:17][CH:16]=[C:15]2[C:10]=1[C:11](=[O:26])[CH:12]=[CH:13][N:14]2[CH:19]([CH2:23][CH2:24][CH3:25])[CH2:20][CH2:21][CH3:22].[Br:27]NC(=O)CCC(N)=O. (5) Given the product [Cl-:44].[Cl-:44].[F:43][C:2]([F:1])([F:42])[C:3]1[CH:4]=[C:5]([C@H:13]([O:15][C@H:16]2[CH2:21][CH2:20][NH+:19]([CH:22]3[CH2:27][CH2:26][CH2:25][NH2+:24][CH2:23]3)[CH2:18][C@@H:17]2[C:35]2[CH:40]=[CH:39][C:38]([F:41])=[CH:37][CH:36]=2)[CH3:14])[CH:6]=[C:7]([C:9]([F:11])([F:10])[F:12])[CH:8]=1, predict the reactants needed to synthesize it. The reactants are: [F:1][C:2]([F:43])([F:42])[C:3]1[CH:4]=[C:5]([C@H:13]([O:15][C@H:16]2[CH2:21][CH2:20][N:19]([CH:22]3[CH2:27][CH2:26][CH2:25][N:24](C(OC(C)(C)C)=O)[CH2:23]3)[CH2:18][C@@H:17]2[C:35]2[CH:40]=[CH:39][C:38]([F:41])=[CH:37][CH:36]=2)[CH3:14])[CH:6]=[C:7]([C:9]([F:12])([F:11])[F:10])[CH:8]=1.[ClH:44].